The task is: Predict which catalyst facilitates the given reaction.. This data is from Catalyst prediction with 721,799 reactions and 888 catalyst types from USPTO. The catalyst class is: 71. Reactant: [Br:1][C:2]1[CH:11]=[CH:10][C:9]2[N:8]=[C:7](Cl)[C:6]3=[N:13][N:14](CC4C=CC(OC)=CC=4)[CH:15]=[C:5]3[C:4]=2[CH:3]=1.[NH:25]1[C:33]2[C:28](=[CH:29][CH:30]=[C:31]([NH2:34])[CH:32]=2)[CH:27]=[N:26]1.Cl. Product: [Br:1][C:2]1[CH:11]=[CH:10][C:9]2[N:8]=[C:7]([NH:34][C:31]3[CH:32]=[C:33]4[C:28]([CH:27]=[N:26][NH:25]4)=[CH:29][CH:30]=3)[C:6]3=[N:13][NH:14][CH:15]=[C:5]3[C:4]=2[CH:3]=1.